From a dataset of Catalyst prediction with 721,799 reactions and 888 catalyst types from USPTO. Predict which catalyst facilitates the given reaction. (1) Product: [C:24]1([S:30]([NH:1][CH:2]2[CH2:11][C:10]3[CH:9]=[C:8]([C:12]([O:14][CH3:15])=[O:13])[CH:7]=[CH:6][C:5]=3[CH2:4][CH2:3]2)(=[O:32])=[O:31])[CH:29]=[CH:28][CH:27]=[CH:26][CH:25]=1. The catalyst class is: 3. Reactant: [NH2:1][CH:2]1[CH2:11][C:10]2[CH:9]=[C:8]([C:12]([O:14][CH3:15])=[O:13])[CH:7]=[CH:6][C:5]=2[CH2:4][CH2:3]1.Cl.C(N(CC)CC)C.[C:24]1([S:30](Cl)(=[O:32])=[O:31])[CH:29]=[CH:28][CH:27]=[CH:26][CH:25]=1. (2) Reactant: [F:1][C:2]([F:18])([F:17])[C:3]1[C:11]([C:12](OCC)=[O:13])=[C:6]2[CH:7]=[CH:8][CH:9]=[CH:10][N:5]2[N:4]=1.[H-].[Al+3].[Li+].[H-].[H-].[H-].CO.[OH-].[Na+]. Product: [F:18][C:2]([F:1])([F:17])[C:3]1[C:11]([CH2:12][OH:13])=[C:6]2[CH:7]=[CH:8][CH:9]=[CH:10][N:5]2[N:4]=1. The catalyst class is: 7. (3) Reactant: Cl[C:2]1[CH:7]=[C:6]([Cl:8])[N:5]=[CH:4][N:3]=1.[OH:9][CH2:10][CH2:11][N:12]1[CH2:17][CH2:16][O:15][CH2:14][CH2:13]1.C(=O)([O-])[O-].[K+].[K+]. Product: [Cl:8][C:6]1[N:5]=[CH:4][N:3]=[C:2]([O:9][CH2:10][CH2:11][N:12]2[CH2:17][CH2:16][O:15][CH2:14][CH2:13]2)[CH:7]=1. The catalyst class is: 10. (4) Reactant: [CH:1]([C:4]1[CH:35]=[CH:34][C:7]([CH2:8][NH:9][C:10]([C@H:12]2[CH2:17][N:16]([C:18](=[S:20])[NH2:19])[CH2:15][CH2:14][N:13]2[S:21]([C:24]2[CH:29]=[CH:28][C:27]([C:30]([F:33])([F:32])[F:31])=[CH:26][CH:25]=2)(=[O:23])=[O:22])=[O:11])=[CH:6][CH:5]=1)([CH3:3])[CH3:2].[C:36]([O:40][C:41](=[O:47])[CH:42](Br)[C:43](=O)[CH3:44])([CH3:39])([CH3:38])[CH3:37]. Product: [C:36]([O:40][C:41]([C:42]1[S:20][C:18]([N:16]2[CH2:15][CH2:14][N:13]([S:21]([C:24]3[CH:25]=[CH:26][C:27]([C:30]([F:31])([F:33])[F:32])=[CH:28][CH:29]=3)(=[O:22])=[O:23])[C@@H:12]([C:10](=[O:11])[NH:9][CH2:8][C:7]3[CH:6]=[CH:5][C:4]([CH:1]([CH3:3])[CH3:2])=[CH:35][CH:34]=3)[CH2:17]2)=[N:19][C:43]=1[CH3:44])=[O:47])([CH3:39])([CH3:38])[CH3:37]. The catalyst class is: 10. (5) Reactant: [CH3:1][C:2]1[N:3]([C:7]2[CH:13]=[CH:12][C:10](N)=[CH:9][CH:8]=2)[CH:4]=[CH:5][N:6]=1.N([O-])=O.[Na+].[BrH:18]. Product: [Br:18][C:10]1[CH:12]=[CH:13][C:7]([N:3]2[CH:4]=[CH:5][N:6]=[C:2]2[CH3:1])=[CH:8][CH:9]=1. The catalyst class is: 6. (6) Reactant: [F:1][C:2]([F:15])([F:14])[S:3]([O:6]S(C(F)(F)F)(=O)=O)(=[O:5])=[O:4].[C:16]1([C:22]([C:25]2[CH:30]=[CH:29][C:28](O)=[CH:27][CH:26]=2)([CH3:24])[CH3:23])[CH:21]=[CH:20][CH:19]=[CH:18][CH:17]=1.N1C=CC=CC=1. Product: [F:1][C:2]([F:15])([F:14])[S:3]([O:6][C:28]1[CH:29]=[CH:30][C:25]([C:22]([C:16]2[CH:21]=[CH:20][CH:19]=[CH:18][CH:17]=2)([CH3:24])[CH3:23])=[CH:26][CH:27]=1)(=[O:5])=[O:4]. The catalyst class is: 23. (7) Reactant: Br[C:2]1[CH:3]=[C:4]([CH:16]=[C:17]([N+:19]([O-:21])=[O:20])[CH:18]=1)[O:5][CH2:6][CH2:7][NH:8][C:9](=[O:15])[O:10][C:11]([CH3:14])([CH3:13])[CH3:12].[CH3:22][N:23]1[CH:27]=[C:26](B2OC(C)(C)C(C)(C)O2)[CH:25]=[N:24]1.C([O-])([O-])=O.[Na+].[Na+]. Product: [CH3:22][N:23]1[CH:27]=[C:26]([C:2]2[CH:3]=[C:4]([CH:16]=[C:17]([N+:19]([O-:21])=[O:20])[CH:18]=2)[O:5][CH2:6][CH2:7][NH:8][C:9](=[O:15])[O:10][C:11]([CH3:14])([CH3:13])[CH3:12])[CH:25]=[N:24]1. The catalyst class is: 438. (8) Reactant: [CH:1]1([CH2:4][NH:5][C:6]2[N:7]=[CH:8][C:9]([O:12][C:13]3[CH:14]=[C:15]([CH:20]=[C:21]([O:23][CH:24]([CH3:26])[CH3:25])[CH:22]=3)[C:16]([O:18][CH3:19])=[O:17])=[N:10][CH:11]=2)[CH2:3][CH2:2]1.[C:27](OC(=O)C)(=[O:29])[CH3:28]. Product: [C:27]([N:5]([CH2:4][CH:1]1[CH2:3][CH2:2]1)[C:6]1[N:7]=[CH:8][C:9]([O:12][C:13]2[CH:14]=[C:15]([CH:20]=[C:21]([O:23][CH:24]([CH3:26])[CH3:25])[CH:22]=2)[C:16]([O:18][CH3:19])=[O:17])=[N:10][CH:11]=1)(=[O:29])[CH3:28]. The catalyst class is: 777. (9) Reactant: [CH3:1][C:2]1[N+:3]([O-])=[C:4]([C:8]2[CH:13]=[CH:12][C:11]([CH3:14])=[CH:10][CH:9]=2)[O:5][C:6]=1[CH3:7].P(Cl)(Cl)([Cl:18])=O.[OH-].[Na+]. Product: [Cl:18][CH2:1][C:2]1[N:3]=[C:4]([C:8]2[CH:13]=[CH:12][C:11]([CH3:14])=[CH:10][CH:9]=2)[O:5][C:6]=1[CH3:7]. The catalyst class is: 11.